This data is from Peptide-MHC class I binding affinity with 185,985 pairs from IEDB/IMGT. The task is: Regression. Given a peptide amino acid sequence and an MHC pseudo amino acid sequence, predict their binding affinity value. This is MHC class I binding data. (1) The MHC is HLA-A02:12 with pseudo-sequence HLA-A02:12. The binding affinity (normalized) is 0.872. The peptide sequence is ALKEAIEMV. (2) The peptide sequence is LVYVIQLPL. The MHC is H-2-Db with pseudo-sequence H-2-Db. The binding affinity (normalized) is 0.312.